Task: Predict which catalyst facilitates the given reaction.. Dataset: Catalyst prediction with 721,799 reactions and 888 catalyst types from USPTO Reactant: [Br:1][C:2]1[CH:3]=[CH:4][C:5](F)=[C:6]([CH:9]=1)[CH:7]=O.[C:11]1([NH:17][NH2:18])[CH:16]=[CH:15][CH:14]=[CH:13][CH:12]=1. Product: [Br:1][C:2]1[CH:9]=[C:6]2[C:5](=[CH:4][CH:3]=1)[N:17]([C:11]1[CH:16]=[CH:15][CH:14]=[CH:13][CH:12]=1)[N:18]=[CH:7]2. The catalyst class is: 10.